Dataset: Peptide-MHC class II binding affinity with 134,281 pairs from IEDB. Task: Regression. Given a peptide amino acid sequence and an MHC pseudo amino acid sequence, predict their binding affinity value. This is MHC class II binding data. (1) The peptide sequence is QVPLVQQQQYLGQQQP. The MHC is DRB5_0101 with pseudo-sequence DRB5_0101. The binding affinity (normalized) is 0. (2) The peptide sequence is GELQIVDKICAAFKI. The MHC is DRB1_1101 with pseudo-sequence DRB1_1101. The binding affinity (normalized) is 0.576. (3) The peptide sequence is GRVIDLGCGRGGWCY. The MHC is DRB4_0103 with pseudo-sequence DRB4_0103. The binding affinity (normalized) is 0. (4) The peptide sequence is KLGEVSWEEEAEISG. The MHC is DRB1_1101 with pseudo-sequence DRB1_1101. The binding affinity (normalized) is 0. (5) The peptide sequence is NRIMADGGSIQNTNL. The MHC is DRB1_1501 with pseudo-sequence DRB1_1501. The binding affinity (normalized) is 0.124. (6) The peptide sequence is TFAATHNPWASQPG. The MHC is DRB1_1101 with pseudo-sequence DRB1_1101. The binding affinity (normalized) is 0.129.